From a dataset of Reaction yield outcomes from USPTO patents with 853,638 reactions. Predict the reaction yield, written as a fraction of the theoretical maximum amount of product (1.0 means a 100% yield; for example, 0.34 means a 34% yield). (1) The reactants are [C:1]([O:6][C@@H:7]1[C@@H:15]([CH2:16][CH2:17][OH:18])[C:14](=[O:19])[O:13][CH2:12][C@H:11]([NH:20][C:21]([O:23][C:24]([CH3:27])([CH3:26])[CH3:25])=[O:22])[C:10](=[O:28])[O:9][C@H:8]1[CH3:29])(=[O:5])[CH:2]([CH3:4])[CH3:3].[C:30](Cl)(=[O:37])[C:31]1[CH:36]=[CH:35][CH:34]=[CH:33][CH:32]=1. The catalyst is N1C=CC=CC=1.C(Cl)Cl. The product is [C:30]([O:18][CH2:17][CH2:16][C@@H:15]1[C@@H:7]([O:6][C:1](=[O:5])[CH:2]([CH3:4])[CH3:3])[C@H:8]([CH3:29])[O:9][C:10](=[O:28])[C@@H:11]([NH:20][C:21]([O:23][C:24]([CH3:26])([CH3:25])[CH3:27])=[O:22])[CH2:12][O:13][C:14]1=[O:19])(=[O:37])[C:31]1[CH:36]=[CH:35][CH:34]=[CH:33][CH:32]=1. The yield is 0.740. (2) The reactants are [OH-].[Na+].[OH:3][C:4]1[CH:9]=[CH:8][C:7]([O:10][CH2:11][CH2:12][O:13][CH2:14][CH2:15][O:16][CH2:17][CH2:18][O:19][CH3:20])=[CH:6][C:5]=1[C:21]1[S:22][CH2:23][C@:24]([CH3:32])([C:26]([O:28]C(C)C)=[O:27])[N:25]=1. The catalyst is CO. The product is [OH:3][C:4]1[CH:9]=[CH:8][C:7]([O:10][CH2:11][CH2:12][O:13][CH2:14][CH2:15][O:16][CH2:17][CH2:18][O:19][CH3:20])=[CH:6][C:5]=1[C:21]1[S:22][CH2:23][C@:24]([CH3:32])([C:26]([OH:28])=[O:27])[N:25]=1. The yield is 0.970. (3) The reactants are [CH3:1][N:2]([C@H:9]1[CH2:14][CH2:13][CH2:12][C@@H:11]([O:15][C:16]2[C:17]([CH3:31])=[C:18]3[C:22](=[CH:23][CH:24]=2)[N:21](C2CCCCO2)[N:20]=[CH:19]3)[CH2:10]1)[C:3]1[CH:8]=[CH:7][CH:6]=[CH:5][CH:4]=1.Cl.O1CCOCC1. The catalyst is C(O)(C)C. The product is [CH3:1][N:2]([C@H:9]1[CH2:14][CH2:13][CH2:12][C@@H:11]([O:15][C:16]2[C:17]([CH3:31])=[C:18]3[C:22](=[CH:23][CH:24]=2)[NH:21][N:20]=[CH:19]3)[CH2:10]1)[C:3]1[CH:8]=[CH:7][CH:6]=[CH:5][CH:4]=1. The yield is 0.871.